From a dataset of Forward reaction prediction with 1.9M reactions from USPTO patents (1976-2016). Predict the product of the given reaction. (1) Given the reactants [F:1][C:2]1[CH:3]=[C:4]([CH3:11])[CH:5]=[CH:6][C:7]=1[N+:8]([O-:10])=[O:9].BrN1C(=[O:18])CCC1=O.C(Cl)(Cl)(Cl)Cl.C(OOC(=O)C1C=CC=CC=1)(=O)C1C=CC=CC=1, predict the reaction product. The product is: [F:1][C:2]1[CH:3]=[C:4]([CH:5]=[CH:6][C:7]=1[N+:8]([O-:10])=[O:9])[CH:11]=[O:18]. (2) The product is: [F:28][C:29]([F:41])([F:42])[C:30]1[CH:31]=[C:32]([NH:33][C:11](=[O:12])[C:6]2[C:5]([O:4][C:3]3[CH:23]=[C:24]([Cl:27])[CH:25]=[CH:26][C:2]=3[Cl:1])=[CH:10][CH:9]=[N:8][CH:7]=2)[CH:34]=[C:35]([C:37]([F:38])([F:39])[F:40])[CH:36]=1. Given the reactants [Cl:1][C:2]1[CH:26]=[CH:25][C:24]([Cl:27])=[CH:23][C:3]=1[O:4][C:5]1[CH:10]=[CH:9][N:8]=[CH:7][C:6]=1[C:11](N1C2C(=CC=CC=2)CCC1)=[O:12].[F:28][C:29]([F:42])([F:41])[C:30]1[CH:31]=[C:32]([CH:34]=[C:35]([C:37]([F:40])([F:39])[F:38])[CH:36]=1)[NH2:33], predict the reaction product. (3) The product is: [CH2:18]([C:13]1[C:12]([CH2:11][NH:10][C:7]2[CH:8]=[CH:9][C:4]([C:3]([NH:23][CH:24]([CH3:27])[CH2:25][OH:26])=[O:22])=[CH:5][N:6]=2)=[C:16]([CH3:17])[O:15][N:14]=1)[CH2:19][CH2:20][CH3:21]. Given the reactants CO[C:3](=[O:22])[C:4]1[CH:9]=[CH:8][C:7]([NH:10][CH2:11][C:12]2[C:13]([CH2:18][CH2:19][CH2:20][CH3:21])=[N:14][O:15][C:16]=2[CH3:17])=[N:6][CH:5]=1.[NH2:23][CH:24]([CH3:27])[CH2:25][OH:26], predict the reaction product. (4) Given the reactants C(O[C:4](=[O:9])[CH2:5][N+:6]([O-:8])=[O:7])C.[H-].[Na+].[H][H].[CH3:14][N:15]1C(=O)O[C:18](=[O:19])[C:17]2=[CH:23][CH:24]=[CH:25][CH:26]=[C:16]12.Cl, predict the reaction product. The product is: [OH:19][C:18]1[C:17]2[C:16](=[CH:26][CH:25]=[CH:24][CH:23]=2)[N:15]([CH3:14])[C:4](=[O:9])[C:5]=1[N+:6]([O-:8])=[O:7].